Dataset: Full USPTO retrosynthesis dataset with 1.9M reactions from patents (1976-2016). Task: Predict the reactants needed to synthesize the given product. Given the product [NH2:18][C:16]1[CH:15]=[CH:14][C:3]([CH2:4][CH2:5][NH:6][C:7](=[O:13])[O:8][C:9]([CH3:10])([CH3:11])[CH3:12])=[C:2]([I:1])[CH:17]=1, predict the reactants needed to synthesize it. The reactants are: [I:1][C:2]1[CH:17]=[C:16]([N+:18]([O-])=O)[CH:15]=[CH:14][C:3]=1[CH2:4][CH2:5][NH:6][C:7](=[O:13])[O:8][C:9]([CH3:12])([CH3:11])[CH3:10].CO.C(O)(=O)C.C(=O)([O-])[O-].[Na+].[Na+].